Task: Predict the reactants needed to synthesize the given product.. Dataset: Full USPTO retrosynthesis dataset with 1.9M reactions from patents (1976-2016) Given the product [Cl:16][C:14]1[CH:15]=[C:10]([NH:8][C:5]2[CH:4]=[C:3]([CH3:1])[NH:7][N:6]=2)[C:11](=[O:18])[N:12]([CH3:17])[N:13]=1, predict the reactants needed to synthesize it. The reactants are: [CH2:1]([C:3]1[NH:7][N:6]=[C:5]([NH2:8])[CH:4]=1)C.Br[C:10]1[C:11](=[O:18])[N:12]([CH3:17])[N:13]=[C:14]([Cl:16])[CH:15]=1.C(=O)([O-])[O-].[Cs+].[Cs+].CC1(C)C2C(=C(P(C3C=CC=CC=3)C3C=CC=CC=3)C=CC=2)OC2C(P(C3C=CC=CC=3)C3C=CC=CC=3)=CC=CC1=2.